The task is: Predict the reactants needed to synthesize the given product.. This data is from Full USPTO retrosynthesis dataset with 1.9M reactions from patents (1976-2016). (1) Given the product [C:26]([C:29]1[CH:30]=[C:31]([C:2]2[C:3]([C@@H:8]([NH:18][C:19](=[O:25])[O:20][C:21]([CH3:23])([CH3:22])[CH3:24])[CH2:9][C:10]3[CH:15]=[CH:14][CH:13]=[C:12]([F:17])[CH:11]=3)=[N:4][CH:5]=[CH:6][CH:7]=2)[CH:32]=[CH:33][C:34]=1[F:35])(=[O:28])[NH2:27], predict the reactants needed to synthesize it. The reactants are: Br[C:2]1[C:3]([C@@H:8]([NH:18][C:19](=[O:25])[O:20][C:21]([CH3:24])([CH3:23])[CH3:22])[CH2:9][C:10]2[CH:15]=[C:14](F)[CH:13]=[C:12]([F:17])[CH:11]=2)=[N:4][CH:5]=[CH:6][CH:7]=1.[C:26]([C:29]1[CH:30]=[C:31](B(O)O)[CH:32]=[CH:33][C:34]=1[F:35])(=[O:28])[NH2:27]. (2) Given the product [F:37][C:36]([F:39])([F:38])[C:40]([OH:42])=[O:41].[S:17]1[CH:18]=[CH:19][C:20]2[CH:25]=[C:24]([C:2]3[N:7]=[N:6][C:5]([O:8][C@@H:9]4[CH:14]5[CH2:15][CH2:16][N:11]([CH2:12][CH2:13]5)[CH2:10]4)=[CH:4][CH:3]=3)[CH:23]=[CH:22][C:21]1=2, predict the reactants needed to synthesize it. The reactants are: Cl[C:2]1[N:7]=[N:6][C:5]([O:8][C@@H:9]2[CH:14]3[CH2:15][CH2:16][N:11]([CH2:12][CH2:13]3)[CH2:10]2)=[CH:4][CH:3]=1.[S:17]1[C:21]2[CH:22]=[CH:23][C:24](B3OC(C)(C)C(C)(C)O3)=[CH:25][C:20]=2[CH:19]=[CH:18]1.N.[C:36]([C:40]([OH:42])=[O:41])([F:39])([F:38])[F:37]. (3) Given the product [CH3:3][CH:2]([O:4][C:5](=[O:29])[NH:6][C@@H:7]1[CH2:12][CH2:11][CH2:10][N:9]([C:13]2[CH:18]=[C:17]([C:19]3[CH:24]=[C:23]4[C:22]([C:25]([NH2:26])=[N:30][NH:31]4)=[CH:21][CH:20]=3)[N:16]=[C:15]([NH2:28])[N:14]=2)[CH2:8]1)[CH3:1], predict the reactants needed to synthesize it. The reactants are: [CH3:1][CH:2]([O:4][C:5](=[O:29])[NH:6][C@@H:7]1[CH2:12][CH2:11][CH2:10][N:9]([C:13]2[CH:18]=[C:17]([C:19]3[CH:24]=[CH:23][C:22]([C:25]#[N:26])=[C:21](F)[CH:20]=3)[N:16]=[C:15]([NH2:28])[N:14]=2)[CH2:8]1)[CH3:3].[NH2:30][NH2:31]. (4) Given the product [Cl-:4].[Br-:15].[Zn+2:1].[NH:25]1[CH2:30][CH2:29][NH:28][CH2:27][CH2:26]1, predict the reactants needed to synthesize it. The reactants are: [Zn:1].C[Si](C)(C)[Cl:4].C(=O)C1C=CC=CC=1.[Br:15]CC(OC)=O.C(Cl)(=O)C.[NH:25]1[CH2:30][CH2:29][NH:28][CH2:27][CH2:26]1. (5) Given the product [OH:8][C:9]1[CH:10]=[C:11]([CH:16]=[C:17]([CH2:19][CH2:20][O:21][CH3:22])[CH:18]=1)[C:12]([O:14][CH3:15])=[O:13], predict the reactants needed to synthesize it. The reactants are: C([O:8][C:9]1[CH:10]=[C:11]([CH:16]=[C:17]([CH:19]=[CH:20][O:21][CH3:22])[CH:18]=1)[C:12]([O:14][CH3:15])=[O:13])C1C=CC=CC=1. (6) Given the product [CH3:15][N:17]([CH3:18])[C:12]([C:10]1[C:9]2[C:4](=[CH:5][CH:6]=[CH:7][CH:8]=2)[N:3]=[C:2]([Cl:1])[CH:11]=1)=[O:13], predict the reactants needed to synthesize it. The reactants are: [Cl:1][C:2]1[CH:11]=[C:10]([C:12](Cl)=[O:13])[C:9]2[C:4](=[CH:5][CH:6]=[CH:7][CH:8]=2)[N:3]=1.[CH2:15]([N:17](CC)[CH2:18]C)C.Cl.CNC.